The task is: Predict the reaction yield, written as a fraction of the theoretical maximum amount of product (1.0 means a 100% yield; for example, 0.34 means a 34% yield).. This data is from Reaction yield outcomes from USPTO patents with 853,638 reactions. The reactants are Cl.Cl.[C:3]12([NH2:12])[CH2:10][C:7]([NH2:11])([CH2:8][CH2:9]1)[CH2:6][CH2:5][CH2:4]2.[CH3:13][C:14]1[N:19]=[C:18]([C:20]([OH:22])=O)[CH:17]=[CH:16][CH:15]=1.[Cl:23][C:24]1[CH:25]=[C:26]([CH:30]=[CH:31][CH:32]=1)[C:27]([OH:29])=[O:28].C([N:35](CC)CC)C.CCN=C=NCCCN(C)C.Cl. The catalyst is CN(C)C1C=CN=CC=1.ClCCl. The product is [Cl:23][C:24]1[CH:25]=[C:26]([CH:30]=[CH:31][CH:32]=1)[C:27]([NH:11][C:7]12[CH2:10][C:3]([NH:12][C:20]([C:18]3[CH:17]=[CH:16][CH:15]=[C:14]([CH3:13])[N:19]=3)=[O:22])([CH2:9][CH2:8]1)[CH2:4][CH2:5][CH2:6]2)=[O:28].[C:3]12([NH:12][C:20](=[O:22])[C:18]3[CH:17]=[CH:16][CH:15]=[C:14]([CH3:13])[N:19]=3)[CH2:10][C:7]([NH:11][C:27](=[O:29])[C:26]3[CH:30]=[CH:31][CH:32]=[C:24]([CH3:25])[N:35]=3)([CH2:8][CH2:9]1)[CH2:6][CH2:5][CH2:4]2. The yield is 0.0200.